From a dataset of Peptide-MHC class II binding affinity with 134,281 pairs from IEDB. Regression. Given a peptide amino acid sequence and an MHC pseudo amino acid sequence, predict their binding affinity value. This is MHC class II binding data. The peptide sequence is DKGPGFVVTGRVYCD. The MHC is DRB1_0101 with pseudo-sequence DRB1_0101. The binding affinity (normalized) is 0.0674.